Dataset: Reaction yield outcomes from USPTO patents with 853,638 reactions. Task: Predict the reaction yield, written as a fraction of the theoretical maximum amount of product (1.0 means a 100% yield; for example, 0.34 means a 34% yield). (1) The reactants are [S:1]1[CH:5]=[CH:4][C:3]2[CH:6]=[C:7]([C@@H:10]([OH:39])[CH2:11][S:12][C@@H:13]3[C@@H:16]([C:17]4[CH:22]=[CH:21][C:20]([O:23][Si:24]([CH3:30])([CH3:29])[C:25]([CH3:28])([CH3:27])[CH3:26])=[CH:19][CH:18]=4)[N:15]([C:31]4[CH:36]=[CH:35][C:34]([I:37])=[CH:33][CH:32]=4)[C:14]3=[O:38])[CH:8]=[CH:9][C:2]1=2.N1C=CN=C1.[Si:45](Cl)([C:48]([CH3:51])([CH3:50])[CH3:49])([CH3:47])[CH3:46].O. The yield is 0.880. The product is [S:1]1[CH:5]=[CH:4][C:3]2[CH:6]=[C:7]([C@@H:10]([O:39][Si:45]([CH3:47])([CH3:46])[C:48]([CH3:51])([CH3:50])[CH3:49])[CH2:11][S:12][C@@H:13]3[C@@H:16]([C:17]4[CH:22]=[CH:21][C:20]([O:23][Si:24]([CH3:30])([CH3:29])[C:25]([CH3:28])([CH3:26])[CH3:27])=[CH:19][CH:18]=4)[N:15]([C:31]4[CH:36]=[CH:35][C:34]([I:37])=[CH:33][CH:32]=4)[C:14]3=[O:38])[CH:8]=[CH:9][C:2]1=2. The catalyst is CN(C)C=O. (2) The reactants are C([O:8][CH:9]1[CH2:14][CH2:13][CH:12]([O:15][CH2:16][C:17]([C:19]2[CH:24]=[CH:23][CH:22]=[CH:21][CH:20]=2)=O)[CH:11]([F:25])[CH2:10]1)C1C=CC=CC=1.CCCCCC. The catalyst is [Pd].C(OCC)(=O)C. The product is [F:25][CH:11]1[CH:12]([O:15][CH2:16][CH2:17][C:19]2[CH:24]=[CH:23][CH:22]=[CH:21][CH:20]=2)[CH2:13][CH2:14][CH:9]([OH:8])[CH2:10]1. The yield is 0.920. (3) The reactants are [OH:1][C:2]1[CH:7]=[CH:6][C:5]([C:8](=[O:10])[CH3:9])=[CH:4][C:3]=1[CH3:11].[S:12](O[S:12]([C:15]([F:18])([F:17])[F:16])(=[O:14])=[O:13])([C:15]([F:18])([F:17])[F:16])(=[O:14])=[O:13].C(N(CC)CC)C. The catalyst is C(Cl)Cl. The product is [F:16][C:15]([F:18])([F:17])[S:12]([O:1][C:2]1[CH:7]=[CH:6][C:5]([C:8](=[O:10])[CH3:9])=[CH:4][C:3]=1[CH3:11])(=[O:14])=[O:13]. The yield is 0.850.